Dataset: Full USPTO retrosynthesis dataset with 1.9M reactions from patents (1976-2016). Task: Predict the reactants needed to synthesize the given product. (1) The reactants are: [NH2:1][C:2]1[N:11]=[C:10]([NH2:12])[C:9]2[C:4](=[CH:5][CH:6]=[CH:7][C:8]=2[O:13][C:14]2[CH:19]=[CH:18][C:17]([O:20]CC3C=CC=CC=3)=[CH:16][CH:15]=2)[N:3]=1.[H][H]. Given the product [NH2:1][C:2]1[N:11]=[C:10]([NH2:12])[C:9]2[C:4](=[CH:5][CH:6]=[CH:7][C:8]=2[O:13][C:14]2[CH:19]=[CH:18][C:17]([OH:20])=[CH:16][CH:15]=2)[N:3]=1, predict the reactants needed to synthesize it. (2) Given the product [Cl:10][C:6]1[C:7]([CH:8]=[O:9])=[C:2]([NH:12][CH3:11])[N:3]=[CH:4][N:5]=1, predict the reactants needed to synthesize it. The reactants are: Cl[C:2]1[C:7]([CH:8]=[O:9])=[C:6]([Cl:10])[N:5]=[CH:4][N:3]=1.[CH3:11][NH2:12]. (3) Given the product [C:1]([C:5]1[N:29]([C:30]([NH2:32])=[O:31])[C:8]2=[C:9]([Cl:28])[N:10]=[C:11]([NH2:25])[C:12]([O:13][C@@H:14]([C:16]3[C:21]([Cl:22])=[CH:20][CH:19]=[C:18]([F:23])[C:17]=3[Cl:24])[CH3:15])=[C:7]2[CH:6]=1)([CH3:2])([CH3:3])[CH3:4], predict the reactants needed to synthesize it. The reactants are: [C:1]([C:5]1[N:29]([C:30]([NH2:32])=[O:31])[C:8]2=[C:9]([Cl:28])[N:10]=[C:11]([N+:25]([O-])=O)[C:12]([O:13][C@@H:14]([C:16]3[C:21]([Cl:22])=[CH:20][CH:19]=[C:18]([F:23])[C:17]=3[Cl:24])[CH3:15])=[C:7]2[CH:6]=1)([CH3:4])([CH3:3])[CH3:2]. (4) Given the product [CH3:15][N:9]1[CH2:8][C@H:7]([CH3:12])[C:6]2[C:13]([Cl:14])=[C:2]([Cl:1])[CH:3]=[CH:4][C:5]=2[CH2:11][CH2:10]1, predict the reactants needed to synthesize it. The reactants are: [Cl:1][C:2]1[CH:3]=[CH:4][C:5]2[CH2:11][CH2:10][NH:9][CH2:8][C@H:7]([CH3:12])[C:6]=2[C:13]=1[Cl:14].[C:15](O[BH-](OC(=O)C)OC(=O)C)(=O)C.[Na+].C=O. (5) Given the product [C:8]([N:11]1[CH:16]=[C:15]([C:17]2[CH:6]=[C:5]([O:4][C:1](=[O:3])[CH3:2])[C:20]([O:24][C:1](=[O:3])[CH3:2])=[C:21]([O:23][C:5](=[O:4])[CH3:6])[CH:22]=2)[N:14]([CH2:26][C:27]([OH:29])=[O:28])[C:13](=[O:30])[CH:12]1[CH:31]([CH3:33])[CH3:32])(=[O:10])[CH3:9], predict the reactants needed to synthesize it. The reactants are: [C:1]([O:4][C:5](=O)[CH3:6])(=[O:3])[CH3:2].[C:8]([N:11]1[CH:16]=[C:15]([C:17]2[CH:22]=[C:21]([OH:23])[C:20]([OH:24])=C(O)C=2)[N:14]([CH2:26][C:27]([OH:29])=[O:28])[C:13](=[O:30])[CH:12]1[CH:31]([CH3:33])[CH3:32])(=[O:10])[CH3:9]. (6) Given the product [C:1]1([S:7]([C:10]([CH:26]2[CH2:38][CH2:37][C:36]3[C:35]4[C:30](=[CH:31][CH:32]=[C:33]([Cl:39])[CH:34]=4)[NH:29][C:28]=3[CH2:27]2)([F:25])[C:11]([N:13]([CH2:15][C:16]2[CH:24]=[CH:23][CH:22]=[C:18]([CH2:19][OH:20])[CH:17]=2)[CH3:14])=[O:12])(=[O:9])=[O:8])[CH:6]=[CH:5][CH:4]=[CH:3][CH:2]=1, predict the reactants needed to synthesize it. The reactants are: [C:1]1([S:7]([C:10]([CH:26]2[CH2:38][CH2:37][C:36]3[C:35]4[C:30](=[CH:31][CH:32]=[C:33]([Cl:39])[CH:34]=4)[NH:29][C:28]=3[CH2:27]2)([F:25])[C:11]([N:13]([CH2:15][C:16]2[CH:17]=[C:18]([CH:22]=[CH:23][CH:24]=2)[C:19](O)=[O:20])[CH3:14])=[O:12])(=[O:9])=[O:8])[CH:6]=[CH:5][CH:4]=[CH:3][CH:2]=1.B.C1COCC1. (7) Given the product [C:16]([C:14]1[CH:13]=[CH:12][C:10]2[NH:11][C:7]([C:2]([C:18]3[C:26]([O:27][CH3:28])=[CH:25][C:24]([CH3:29])=[C:23]4[C:19]=3[CH:20]=[CH:21][N:22]4[C:30]([O:32][C:33]([CH3:36])([CH3:35])[CH3:34])=[O:31])([NH:1][CH2:38][C:37]([O:41][CH2:42][CH3:43])=[O:40])[C:3]([F:6])([F:5])[F:4])=[N:8][C:9]=2[CH:15]=1)#[N:17], predict the reactants needed to synthesize it. The reactants are: [NH2:1][C:2]([C:18]1[C:26]([O:27][CH3:28])=[CH:25][C:24]([CH3:29])=[C:23]2[C:19]=1[CH:20]=[CH:21][N:22]2[C:30]([O:32][C:33]([CH3:36])([CH3:35])[CH3:34])=[O:31])([C:7]1[NH:11][C:10]2[CH:12]=[CH:13][C:14]([C:16]#[N:17])=[CH:15][C:9]=2[N:8]=1)[C:3]([F:6])([F:5])[F:4].[C:37]([O:41][CH2:42][CH3:43])(=[O:40])[CH:38]=O.C(O[BH-](OC(=O)C)OC(=O)C)(=O)C.[Na+]. (8) Given the product [Br:20][C:17]1[CH:18]=[CH:19][C:14]([CH:10]2[CH2:11][S:12](=[O:33])(=[O:40])[CH2:13][CH:8]([C:5]3[CH:4]=[CH:3][C:2]([Br:1])=[CH:7][CH:6]=3)[N:9]2[C:21]2[CH:26]=[CH:25][C:24]([C:27]([CH3:30])([CH3:29])[CH3:28])=[CH:23][CH:22]=2)=[CH:15][CH:16]=1, predict the reactants needed to synthesize it. The reactants are: [Br:1][C:2]1[CH:7]=[CH:6][C:5]([CH:8]2[CH2:13][S:12][CH2:11][CH:10]([C:14]3[CH:19]=[CH:18][C:17]([Br:20])=[CH:16][CH:15]=3)[N:9]2[C:21]2[CH:26]=[CH:25][C:24]([C:27]([CH3:30])([CH3:29])[CH3:28])=[CH:23][CH:22]=2)=[CH:4][CH:3]=1.CC(C)=[O:33].C1COCC1.[OH2:40].